This data is from Full USPTO retrosynthesis dataset with 1.9M reactions from patents (1976-2016). The task is: Predict the reactants needed to synthesize the given product. Given the product [CH2:1]([S:8][CH:9]1[C:13](=[O:14])[CH2:12][N:11]([C:15](=[O:34])[C@H:16]([CH2:30][CH:31]([CH3:32])[CH3:33])[NH:17][C:18]([C:20]2[CH:29]=[CH:28][C:27]3[C:22](=[CH:23][CH:24]=[CH:25][CH:26]=3)[N:21]=2)=[O:19])[CH2:10]1)[C:2]1[CH:7]=[CH:6][CH:5]=[CH:4][CH:3]=1, predict the reactants needed to synthesize it. The reactants are: [CH2:1]([S:8][CH:9]1[CH:13]([OH:14])[CH2:12][N:11]([C:15](=[O:34])[C@H:16]([CH2:30][CH:31]([CH3:33])[CH3:32])[NH:17][C:18]([C:20]2[CH:29]=[CH:28][C:27]3[C:22](=[CH:23][CH:24]=[CH:25][CH:26]=3)[N:21]=2)=[O:19])[CH2:10]1)[C:2]1[CH:7]=[CH:6][CH:5]=[CH:4][CH:3]=1.CC(OI1(OC(C)=O)(OC(C)=O)OC(=O)C2C=CC=CC1=2)=O.CCCCCC.C(OCC)(=O)C.